This data is from Full USPTO retrosynthesis dataset with 1.9M reactions from patents (1976-2016). The task is: Predict the reactants needed to synthesize the given product. (1) Given the product [Cl:40][C:33]1[CH:34]=[C:35]([C:36]#[N:37])[CH:38]=[CH:39][C:32]=1[CH2:31][N:6]1[C:5]2[CH:7]=[C:8]([O:12][CH2:13][C:14]3[CH:23]=[CH:22][CH:21]=[CH:20][C:15]=3[C:16]([O:18][CH3:19])=[O:17])[CH:9]=[C:10]([CH3:11])[C:4]=2[N:3]=[C:2]1[CH3:1], predict the reactants needed to synthesize it. The reactants are: [CH3:1][C:2]1[NH:6][C:5]2[CH:7]=[C:8]([O:12][CH2:13][C:14]3[CH:23]=[CH:22][CH:21]=[CH:20][C:15]=3[C:16]([O:18][CH3:19])=[O:17])[CH:9]=[C:10]([CH3:11])[C:4]=2[N:3]=1.C([O-])([O-])=O.[K+].[K+].Br[CH2:31][C:32]1[CH:39]=[CH:38][C:35]([C:36]#[N:37])=[CH:34][C:33]=1[Cl:40]. (2) Given the product [NH2:9][C:3]1[N:4]=[CH:5][N:6]=[C:7]([NH:10][C@@H:11]2[CH2:16][CH2:15][CH2:14][C@H:13]([NH:17][C:18](=[O:24])[CH:41]=[CH2:42])[CH2:12]2)[C:2]=1[C:29]1[CH:30]=[CH:31][C:26]([O:25][C:32]2[CH:37]=[CH:36][CH:35]=[CH:34][CH:33]=2)=[CH:27][CH:28]=1, predict the reactants needed to synthesize it. The reactants are: Cl[C:2]1[C:3]([NH2:9])=[N:4][CH:5]=[N:6][C:7]=1Cl.[NH2:10][C@@H:11]1[CH2:16][CH2:15][CH2:14][C@H:13]([NH:17][C:18](=[O:24])OC(C)(C)C)[CH2:12]1.[O:25]([C:32]1[CH:37]=[CH:36][C:35](B(O)O)=[CH:34][CH:33]=1)[C:26]1[CH:31]=[CH:30][CH:29]=[CH:28][CH:27]=1.[C:41](Cl)(=O)[CH:42]=C. (3) Given the product [OH:2][C:3]1[CH:20]=[CH:19][C:18]2[C@@H:17]3[C@:8]([CH:22]=[CH2:23])([C@H:9]4[C@@:13]([CH2:15][CH2:16]3)([CH3:14])[C:12](=[O:21])[CH2:11][CH2:10]4)[CH2:7][CH2:6][C:5]=2[CH:4]=1, predict the reactants needed to synthesize it. The reactants are: C[O:2][C:3]1[CH:20]=[CH:19][C:18]2[C@@H:17]3[C@:8]([CH:22]=[CH2:23])([C@H:9]4[C@@:13]([CH2:15][CH2:16]3)([CH3:14])[C:12](=[O:21])[CH2:11][CH2:10]4)[CH2:7][CH2:6][C:5]=2[CH:4]=1.Cl.[NH+]1C=CC=CC=1. (4) Given the product [NH2:2][CH2:1][C:3]1[CH:8]=[CH:7][N:6]=[C:5]([NH:9][C:10]([NH:12][CH3:13])=[O:11])[CH:4]=1, predict the reactants needed to synthesize it. The reactants are: [C:1]([C:3]1[CH:8]=[CH:7][N:6]=[C:5]([NH:9][C:10]([NH:12][CH3:13])=[O:11])[CH:4]=1)#[N:2].